This data is from Full USPTO retrosynthesis dataset with 1.9M reactions from patents (1976-2016). The task is: Predict the reactants needed to synthesize the given product. (1) Given the product [CH3:5][CH:4]([N:11]1[C:7](=[O:17])[C:8]2[C:9](=[CH:13][CH:14]=[CH:15][CH:16]=2)[C:10]1=[O:12])[CH2:3][C:2]#[CH:1], predict the reactants needed to synthesize it. The reactants are: [CH3:1][CH:2](O)[CH2:3][C:4]#[CH:5].[C:7]1(=[O:17])[NH:11][C:10](=[O:12])[C:9]2=[CH:13][CH:14]=[CH:15][CH:16]=[C:8]12.C1(P(C2C=CC=CC=2)C2C=CC=CC=2)C=CC=CC=1.N(C(OCC)=O)=NC(OCC)=O. (2) Given the product [Si:24]([O:31][CH2:32][C:33]1[CH:38]=[CH:37][C:36]([C:39]([F:40])([F:42])[F:41])=[CH:35][N+:34]=1[O-:13])([C:27]([CH3:30])([CH3:29])[CH3:28])([CH3:26])[CH3:25], predict the reactants needed to synthesize it. The reactants are: FC1(F)C2C(=CC=CC=2[C@@H]([OH:13])C)N(CC2C=CN=CC=2F)C1=O.[Si:24]([O:31][CH2:32][C:33]1[CH:38]=[CH:37][C:36]([C:39]([F:42])([F:41])[F:40])=[CH:35][N:34]=1)([C:27]([CH3:30])([CH3:29])[CH3:28])([CH3:26])[CH3:25].